Dataset: Reaction yield outcomes from USPTO patents with 853,638 reactions. Task: Predict the reaction yield, written as a fraction of the theoretical maximum amount of product (1.0 means a 100% yield; for example, 0.34 means a 34% yield). The reactants are [Br:1][C:2]1[CH:7]=[CH:6][C:5]([NH:8][C:9]2[C:17]3[S:16][N:15]=[CH:14][C:13]=3[CH:12]=[CH:11][C:10]=2[C:18]([OH:20])=O)=[C:4]([F:21])[CH:3]=1.C(N(C(C)C)CC)(C)C.[CH3:31][C:32]1([CH3:40])[O:36][C@@H:35]([CH2:37][O:38][NH2:39])[CH2:34][O:33]1.CCN=C=NCCCN(C)C.C1C=CC2N(O)N=NC=2C=1. The catalyst is CN(C=O)C.C(OCC)(=O)C. The product is [CH3:31][C:32]1([CH3:40])[O:36][C@@H:35]([CH2:37][O:38][NH:39][C:18]([C:10]2[CH:11]=[CH:12][C:13]3[CH:14]=[N:15][S:16][C:17]=3[C:9]=2[NH:8][C:5]2[CH:6]=[CH:7][C:2]([Br:1])=[CH:3][C:4]=2[F:21])=[O:20])[CH2:34][O:33]1. The yield is 0.470.